From a dataset of Orexin1 receptor HTS with 218,158 compounds and 233 confirmed actives. Binary Classification. Given a drug SMILES string, predict its activity (active/inactive) in a high-throughput screening assay against a specified biological target. (1) The drug is Brc1cc2c(cc(Oc3ncc(cc3)C(F)(F)F)cc2)cc1. The result is 0 (inactive). (2) The drug is Clc1ccc(S(=O)(=O)Nc2cc3[nH]c(=O)[nH]c3cc2)cc1. The result is 0 (inactive). (3) The drug is FC(F)(F)c1ccc(C2CC(OC(=C2)C(=O)N2CCN(CC2)C)OCCCCO)cc1. The result is 0 (inactive). (4) The compound is S(=O)(=O)(N(Cc1ccccc1)c1ccc(cc1)C(=O)Nc1ccc(cc1)C(=O)N)C. The result is 0 (inactive). (5) The compound is Clc1cc2N(CC(=O)NC3CC3)C(=O)COc2cc1. The result is 0 (inactive). (6) The result is 0 (inactive). The compound is O(CCCC)c1ccc(cc1)C(=O)N\C(=C/c1cc([N+]([O-])=O)ccc1)C(OCc1occc1)=O. (7) The molecule is O(C(=O)C(NC(=O)C)Cc1ccccc1)CC. The result is 0 (inactive).